Dataset: Catalyst prediction with 721,799 reactions and 888 catalyst types from USPTO. Task: Predict which catalyst facilitates the given reaction. (1) Reactant: [CH3:1][C:2]([O:7][C:8]1[CH:13]=[CH:12][CH:11]=[C:10]([N+:14]([O-])=O)[CH:9]=1)([CH3:6])[C:3]([NH2:5])=[O:4].C([SiH](CC)CC)C. Product: [NH2:14][C:10]1[CH:9]=[C:8]([CH:13]=[CH:12][CH:11]=1)[O:7][C:2]([CH3:6])([CH3:1])[C:3]([NH2:5])=[O:4]. The catalyst class is: 19. (2) Reactant: [Br:1][C:2]1[C:10]2[N:9]=[N:8][N:7]([CH2:11][CH:12]3[CH2:14][CH2:13]3)[C:6]=2[CH:5]=[CH:4][C:3]=1[OH:15].Br[CH2:17][C:18]#[N:19].C(=O)([O-])[O-].[K+].[K+]. Product: [Br:1][C:2]1[C:10]2[N:9]=[N:8][N:7]([CH2:11][CH:12]3[CH2:14][CH2:13]3)[C:6]=2[CH:5]=[CH:4][C:3]=1[O:15][CH2:17][C:18]#[N:19]. The catalyst class is: 16. (3) Reactant: [NH2:1][C:2]1[CH:24]=[CH:23][C:5]([O:6][C:7]2[CH:12]=[CH:11][N:10]=[C:9]([NH:13][C:14](=[O:20])[O:15][C:16]([CH3:19])([CH3:18])[CH3:17])[C:8]=2[CH2:21][CH3:22])=[C:4]([F:25])[CH:3]=1.[F:26][C:27]1[CH:32]=[CH:31][C:30]([CH2:33][C:34]([N:36]=[C:37]=[O:38])=[O:35])=[CH:29][CH:28]=1.C1(C)C=CC=CC=1. Product: [CH2:21]([C:8]1[C:9]([NH:13][C:14](=[O:20])[O:15][C:16]([CH3:18])([CH3:17])[CH3:19])=[N:10][CH:11]=[CH:12][C:7]=1[O:6][C:5]1[CH:23]=[CH:24][C:2]([NH:1][C:37]([NH:36][C:34](=[O:35])[CH2:33][C:30]2[CH:31]=[CH:32][C:27]([F:26])=[CH:28][CH:29]=2)=[O:38])=[CH:3][C:4]=1[F:25])[CH3:22]. The catalyst class is: 1. (4) Reactant: [Cl:1][C:2]1[CH:3]=[C:4]([C@@H:8]2[C@@H:13]([C:14]3[CH:19]=[CH:18][C:17]([Cl:20])=[CH:16][CH:15]=3)[NH:12][C:11](=[O:21])[C@:10]([CH2:23][CH:24]([OH:27])[CH2:25][OH:26])([CH3:22])[CH2:9]2)[CH:5]=[CH:6][CH:7]=1.CO[C:30](OC)([CH3:32])[CH3:31].CC1(C)C2(CS(O)(=O)=O)C(CC1CC2)=O. Product: [Cl:1][C:2]1[CH:3]=[C:4]([C@@H:8]2[C@@H:13]([C:14]3[CH:19]=[CH:18][C:17]([Cl:20])=[CH:16][CH:15]=3)[NH:12][C:11](=[O:21])[C@:10]([CH2:23][CH:24]3[CH2:25][O:26][C:30]([CH3:32])([CH3:31])[O:27]3)([CH3:22])[CH2:9]2)[CH:5]=[CH:6][CH:7]=1. The catalyst class is: 9. (5) Reactant: C([Li])(C)(C)C.Br[C:7]1[CH:15]=[CH:14][CH:13]=[C:12]2[C:8]=1[CH:9]=[CH:10][N:11]2[CH2:16][CH2:17][CH2:18][O:19][Si:20]([C:23]([CH3:26])([CH3:25])[CH3:24])([CH3:22])[CH3:21].[C:27](OC)(=[O:32])[C:28]([O:30][CH3:31])=[O:29].C(=O)=O. Product: [CH3:31][O:30][C:28](=[O:29])[C:27]([C:7]1[CH:15]=[CH:14][CH:13]=[C:12]2[C:8]=1[CH:9]=[CH:10][N:11]2[CH2:16][CH2:17][CH2:18][O:19][Si:20]([C:23]([CH3:26])([CH3:25])[CH3:24])([CH3:22])[CH3:21])=[O:32]. The catalyst class is: 7. (6) Reactant: [Cl:1][C:2]1[CH:20]=[CH:19][C:5]2[NH:6][C:7]3[N:8]=[CH:9][CH:10]=[CH:11][C:12]=3[C:13]([CH:16]([F:18])[F:17])(C=O)[C:4]=2[CH:3]=1.[CH:21]([O:30][CH:31]([CH3:33])[CH3:32])([O:26][CH:27]([CH3:29])[CH3:28])OC(C)C.CC1C=CC(S(O)(=O)=O)=CC=1.O.CCOC(C)=O.CCCCCC. Product: [Cl:1][C:2]1[CH:20]=[CH:19][C:5]2[NH:6][C:7]3[N:8]=[CH:9][CH:10]=[CH:11][C:12]=3[C:13]([CH:16]([F:18])[F:17])([CH:21]([O:26][CH:27]([CH3:28])[CH3:29])[O:30][CH:31]([CH3:32])[CH3:33])[C:4]=2[CH:3]=1. The catalyst class is: 32. (7) Reactant: [Cl:1][C:2]1[C:21]([Cl:22])=[CH:20][C:5]2[N:6]=[C:7]([C:9]3[CH:14]=[CH:13][C:12]([C:15]([OH:17])=O)=[CH:11][C:10]=3[O:18]C)[NH:8][C:4]=2[CH:3]=1.ClC1C(Cl)=CC2N=C(C3C=CC(C(O)=O)=CC=3O)NC=2C=1.Cl.CN(C)CCCN=C=NCC.[CH3:56][N:57]1[C:62]([CH3:64])([CH3:63])[CH2:61][CH:60]([NH2:65])[CH2:59][C:58]1([CH3:67])[CH3:66]. Product: [Cl:22][C:21]1[C:2]([Cl:1])=[CH:3][C:4]2[N:8]=[C:7]([C:9]3[CH:14]=[CH:13][C:12]([C:15]([NH:65][CH:60]4[CH2:59][C:58]([CH3:66])([CH3:67])[N:57]([CH3:56])[C:62]([CH3:64])([CH3:63])[CH2:61]4)=[O:17])=[CH:11][C:10]=3[OH:18])[NH:6][C:5]=2[CH:20]=1. The catalyst class is: 1.